From a dataset of Reaction yield outcomes from USPTO patents with 853,638 reactions. Predict the reaction yield, written as a fraction of the theoretical maximum amount of product (1.0 means a 100% yield; for example, 0.34 means a 34% yield). (1) The reactants are [CH3:1][C:2]1([CH3:39])[CH2:7][O:6][CH2:5][CH2:4][N:3]1[C:8]([C:10]1[N:11]=[C:12]([C:33]2[CH:37]=[CH:36][N:35]([CH3:38])[CH:34]=2)[N:13]2[C:22]3[C:17](=[CH:18][C:19]([O:31][CH3:32])=[C:20](OS(C(F)(F)F)(=O)=O)[CH:21]=3)[CH2:16][CH2:15][C:14]=12)=[O:9].O1CCOCC1.[CH3:46][N:47]1[CH:51]=[CH:50][C:49](B2OC(C)(C)C(C)(C)O2)=[N:48]1.ClCCl.C(=O)([O-])[O-].[Cs+].[Cs+]. The catalyst is O.C1C=CC(P(C2C=CC=CC=2)[C-]2C=CC=C2)=CC=1.C1C=CC(P(C2C=CC=CC=2)[C-]2C=CC=C2)=CC=1.Cl[Pd]Cl.[Fe+2]. The product is [CH3:1][C:2]1([CH3:39])[CH2:7][O:6][CH2:5][CH2:4][N:3]1[C:8]([C:10]1[N:11]=[C:12]([C:33]2[CH:37]=[CH:36][N:35]([CH3:38])[CH:34]=2)[N:13]2[C:22]3[C:17](=[CH:18][C:19]([O:31][CH3:32])=[C:20]([C:49]4[CH:50]=[CH:51][N:47]([CH3:46])[N:48]=4)[CH:21]=3)[CH2:16][CH2:15][C:14]=12)=[O:9]. The yield is 0.110. (2) The reactants are [Br:1][C:2]1[C:10]2[NH:9][CH:8]=[N:7][C:6]=2[CH:5]=[CH:4][C:3]=1[NH:11][C:12]1[NH:13][CH2:14][CH2:15][N:16]=1.[Br:17]Br.N. The catalyst is CC(O)=O.[Hg](OC(C)=O)OC(C)=O. The product is [Br:1][C:2]1[C:10]2[NH:9][CH:8]=[N:7][C:6]=2[CH:5]=[C:4]([Br:17])[C:3]=1[NH:11][C:12]1[NH:13][CH2:14][CH2:15][N:16]=1. The yield is 0.860. (3) The reactants are Cl[C:2]1[O:3][C:4]([CH2:14][CH2:15][CH2:16][O:17][C:18]2[CH:23]=[CH:22][CH:21]=[CH:20][C:19]=2[O:24][CH3:25])=[C:5]([C:7]2[CH:12]=[CH:11][C:10]([Cl:13])=[CH:9][CH:8]=2)[N:6]=1.[CH2:26]([C:28]1[NH:29][CH:30]=[CH:31][N:32]=1)[CH3:27].C(=O)([O-])[O-].[K+].[K+].CN(C)C=O. The catalyst is O. The product is [Cl:13][C:10]1[CH:11]=[CH:12][C:7]([C:5]2[N:6]=[C:2]([N:29]3[CH:30]=[CH:31][N:32]=[C:28]3[CH2:26][CH3:27])[O:3][C:4]=2[CH2:14][CH2:15][CH2:16][O:17][C:18]2[CH:23]=[CH:22][CH:21]=[CH:20][C:19]=2[O:24][CH3:25])=[CH:8][CH:9]=1. The yield is 0.530. (4) The reactants are [CH3:1][N:2]([CH3:25])[C:3]1[CH:8]=[CH:7][C:6]([C:9]2[N:13]([C:14]3[N:15]=[N:16][C:17]([O:20][CH3:21])=[CH:18][CH:19]=3)[N:12]=[C:11]([C:22](O)=[O:23])[CH:10]=2)=[CH:5][CH:4]=1.[C:26]([NH2:30])([CH3:29])([CH3:28])[CH3:27]. No catalyst specified. The product is [C:26]([NH:30][C:22]([C:11]1[CH:10]=[C:9]([C:6]2[CH:7]=[CH:8][C:3]([N:2]([CH3:25])[CH3:1])=[CH:4][CH:5]=2)[N:13]([C:14]2[N:15]=[N:16][C:17]([O:20][CH3:21])=[CH:18][CH:19]=2)[N:12]=1)=[O:23])([CH3:29])([CH3:28])[CH3:27]. The yield is 0.840. (5) The reactants are [F:1][C:2]1[CH:3]=[C:4]2[C:9](=[CH:10][C:11]=1[CH3:12])[NH:8][C:7](=[O:13])[CH2:6][CH2:5]2.[H-].[Na+].Cl[CH2:17][CH2:18][CH2:19]I.[CH2:21]([CH:25]1[CH2:30][CH2:29][NH:28][CH2:27][CH2:26]1)[CH2:22][CH2:23][CH3:24].[Na+].[I-].C([O-])([O-])=O.[K+].[K+]. The catalyst is CN(C=O)C. The product is [CH2:21]([CH:25]1[CH2:30][CH2:29][N:28]([CH2:17][CH2:18][CH2:19][N:8]2[C:9]3[C:4](=[CH:3][C:2]([F:1])=[C:11]([CH3:12])[CH:10]=3)[CH2:5][CH2:6][C:7]2=[O:13])[CH2:27][CH2:26]1)[CH2:22][CH2:23][CH3:24]. The yield is 0.550. (6) The product is [C:29]([O:33][C:34]([N:36]1[CH2:39][CH:38]([C:2]2[CH:3]=[C:4]3[C:10]([C:11]([O:13][CH3:14])=[O:12])=[N:9][N:8]([S:15]([C:18]4[CH:23]=[CH:22][C:21]([CH3:24])=[CH:20][CH:19]=4)(=[O:17])=[O:16])[C:5]3=[N:6][CH:7]=2)[CH2:37]1)=[O:35])([CH3:32])([CH3:30])[CH3:31]. The yield is 0.480. The reactants are Br[C:2]1[CH:3]=[C:4]2[C:10]([C:11]([O:13][CH3:14])=[O:12])=[N:9][N:8]([S:15]([C:18]3[CH:23]=[CH:22][C:21]([CH3:24])=[CH:20][CH:19]=3)(=[O:17])=[O:16])[C:5]2=[N:6][CH:7]=1.ClCCl.[I-].[C:29]([O:33][C:34]([N:36]1[CH2:39][CH:38]([Zn+])[CH2:37]1)=[O:35])([CH3:32])([CH3:31])[CH3:30].O. The catalyst is CN(C)C(=O)C.[Cu]I. (7) The reactants are [CH3:1][C:2]1[N:3]=[CH:4][NH:5][CH:6]=1.Cl[C:8]1[CH:13]=[CH:12][C:11]([N+:14]([O-:16])=[O:15])=[CH:10][C:9]=1[O:17][CH3:18].[OH-].[K+].O. The catalyst is CS(C)=O. The product is [CH3:18][O:17][C:9]1[CH:10]=[C:11]([N+:14]([O-:16])=[O:15])[CH:12]=[CH:13][C:8]=1[N:5]1[CH:6]=[C:2]([CH3:1])[N:3]=[CH:4]1. The yield is 0.200.